From a dataset of Forward reaction prediction with 1.9M reactions from USPTO patents (1976-2016). Predict the product of the given reaction. (1) Given the reactants C([O:8][N:9]([CH:21]=[O:22])[CH2:10][C@@H:11]([CH2:15][CH:16]1[CH2:20][CH2:19][CH2:18][CH2:17]1)[C:12]([OH:14])=O)C1C=CC=CC=1.Cl.[NH2:24][C@@H:25]([C:43]([CH3:46])([CH3:45])[CH3:44])[C:26]([N:28]1[CH2:33][CH2:32][CH:31]([NH:34][C:35](=[O:42])[C:36]2[CH:41]=[CH:40][CH:39]=[CH:38][CH:37]=2)[CH2:30][CH2:29]1)=[O:27], predict the reaction product. The product is: [CH:16]1([CH2:15][C@H:11]([CH2:10][N:9]([CH:21]=[O:22])[OH:8])[C:12]([NH:24][C@@H:25]([C:43]([CH3:46])([CH3:45])[CH3:44])[C:26]([N:28]2[CH2:29][CH2:30][CH:31]([NH:34][C:35](=[O:42])[C:36]3[CH:41]=[CH:40][CH:39]=[CH:38][CH:37]=3)[CH2:32][CH2:33]2)=[O:27])=[O:14])[CH2:17][CH2:18][CH2:19][CH2:20]1. (2) Given the reactants [CH3:1][O:2][CH:3]([C:6]1[CH:7]=[C:8]2[C:13](=[CH:14][C:15]=1[C:16]([F:19])([F:18])[F:17])[NH:12][C:11](=[O:20])[N:10]([NH:21][S:22]([CH3:25])(=[O:24])=[O:23])[C:9]2=[O:26])[CH2:4][CH3:5].Cl[C:28]([O:30][CH2:31][CH2:32][CH2:33][CH2:34][CH3:35])=[O:29], predict the reaction product. The product is: [CH2:31]([O:30][C:28](=[O:29])[N:21]([S:22]([CH3:25])(=[O:23])=[O:24])[N:10]1[C:9](=[O:26])[C:8]2[C:13](=[CH:14][C:15]([C:16]([F:18])([F:17])[F:19])=[C:6]([CH:3]([O:2][CH3:1])[CH2:4][CH3:5])[CH:7]=2)[NH:12][C:11]1=[O:20])[CH2:32][CH2:33][CH2:34][CH3:35]. (3) Given the reactants C(OC([NH:8][C@H:9]([C:11]([NH:13][CH:14]1[N:20]=[C:19]([C:21]2[CH:26]=[CH:25][CH:24]=[CH:23][CH:22]=2)[C:18]2[CH:27]=[CH:28][CH:29]=[CH:30][C:17]=2[N:16]([CH2:31][C:32](=[O:39])[C:33]2[CH:38]=[CH:37][CH:36]=[CH:35][CH:34]=2)[C:15]1=[O:40])=[O:12])[CH3:10])=O)(C)(C)C.[Cl-], predict the reaction product. The product is: [NH2:8][C@H:9]([C:11]([NH:13][CH:14]1[N:20]=[C:19]([C:21]2[CH:26]=[CH:25][CH:24]=[CH:23][CH:22]=2)[C:18]2[CH:27]=[CH:28][CH:29]=[CH:30][C:17]=2[N:16]([CH2:31][C:32](=[O:39])[C:33]2[CH:38]=[CH:37][CH:36]=[CH:35][CH:34]=2)[C:15]1=[O:40])=[O:12])[CH3:10]. (4) Given the reactants [OH:1][C:2]1[CH:3]=[C:4]2[C:9](=[CH:10][CH:11]=1)[C:8]([C:12]([OH:14])=O)=[CH:7][CH:6]=[CH:5]2.[N:15]1([CH2:21][CH2:22][NH2:23])[CH2:20][CH2:19][O:18][CH2:17][CH2:16]1.CN1CCOCC1.CCN=C=NCCCN(C)C.C1C=CC2N(O)N=NC=2C=1.C, predict the reaction product. The product is: [OH:1][C:2]1[CH:3]=[C:4]2[C:9](=[CH:10][CH:11]=1)[C:8]([C:12]([NH:23][CH2:22][CH2:21][N:15]1[CH2:20][CH2:19][O:18][CH2:17][CH2:16]1)=[O:14])=[CH:7][CH:6]=[CH:5]2. (5) Given the reactants [C:1]([O:5][C:6](=[O:35])[C:7]1[CH:12]=[CH:11][C:10]([NH:13][CH:14]([C:25]2[CH:30]=[CH:29][C:28]([C:31]([CH3:34])([CH3:33])[CH3:32])=[CH:27][CH:26]=2)[C:15](=[O:24])[NH:16][C:17]2[CH:22]=[CH:21][C:20]([I:23])=[CH:19][CH:18]=2)=[CH:9][CH:8]=1)([CH3:4])([CH3:3])[CH3:2].C=O.[C:38]([BH3-])#N.[Na+].CCOC(C)=O, predict the reaction product. The product is: [C:1]([O:5][C:6](=[O:35])[C:7]1[CH:12]=[CH:11][C:10]([N:13]([CH:14]([C:25]2[CH:30]=[CH:29][C:28]([C:31]([CH3:34])([CH3:33])[CH3:32])=[CH:27][CH:26]=2)[C:15](=[O:24])[NH:16][C:17]2[CH:22]=[CH:21][C:20]([I:23])=[CH:19][CH:18]=2)[CH3:38])=[CH:9][CH:8]=1)([CH3:4])([CH3:3])[CH3:2]. (6) Given the reactants CS([C:5]1[N:10]=[C:9]([N:11]2[C:15]([NH2:16])=[N:14][C:13]([NH:17][C:18]3[CH:23]=[CH:22][CH:21]=[CH:20][CH:19]=3)=[N:12]2)[CH:8]=[C:7]([NH:24][C:25]2[CH:30]=[CH:29][CH:28]=[CH:27][CH:26]=2)[N:6]=1)(=O)=O.[C-:31]#[N:32].[K+].CCO.C(Cl)Cl.C(OCC)C, predict the reaction product. The product is: [NH2:16][C:15]1[N:11]([C:9]2[CH:8]=[C:7]([NH:24][C:25]3[CH:30]=[CH:29][CH:28]=[CH:27][CH:26]=3)[N:6]=[C:5]([C:31]#[N:32])[N:10]=2)[N:12]=[C:13]([NH:17][C:18]2[CH:23]=[CH:22][CH:21]=[CH:20][CH:19]=2)[N:14]=1. (7) The product is: [NH:1]([C:12]([O:14][CH2:15][C:16]1[CH:21]=[CH:20][CH:19]=[CH:18][CH:17]=1)=[O:13])[C@H:2]([C:4]([NH:6][CH2:7][C:9]([NH2:11])=[O:10])=[O:5])[CH2:3][CH2:3][CH2:2][CH2:4][NH2:6]. Given the reactants [NH:1]([C:12]([O:14][CH2:15][C:16]1[CH:21]=[CH:20][CH:19]=[CH:18][CH:17]=1)=[O:13])[C@H:2]([C:4]([NH:6][C@H:7]([C:9]([NH2:11])=[O:10])C)=[O:5])[CH3:3], predict the reaction product.